Dataset: Forward reaction prediction with 1.9M reactions from USPTO patents (1976-2016). Task: Predict the product of the given reaction. (1) The product is: [CH3:1][CH2:2][C:3]([C:6]([O:8][C@@H:9]1[C@@H:14]2[C@@H:15]([CH2:20][CH2:21][C@H:22]3[O:28][C:26](=[O:27])[CH2:25][C@H:24]([OH:29])[CH2:23]3)[C@@H:16]([CH3:19])[CH:17]=[CH:18][C:13]2=[CH:12][C@H:11]([CH3:31])[CH2:10]1)=[O:33])([CH3:4])[CH3:5]. Given the reactants [CH3:1][CH2:2][C:3]([C:6]([O:8][C@@H:9]1[C@@H:14]2[C@@H:15]([CH2:20][CH2:21][C@@H:22](O)[CH2:23][C@@H:24]([OH:29])[CH2:25][C:26]([O-:28])=[O:27])[C@@H:16]([CH3:19])[CH:17]=[CH:18][C:13]2=[CH:12][C@H:11]([CH3:31])[CH2:10]1)=O)([CH3:5])[CH3:4].[NH4+].[OH2:33].C1(C)C=CC(S(O)(=O)=O)=CC=1.S([O-])([O-])(=O)=O.[Mg+2], predict the reaction product. (2) Given the reactants C([Li])CCC.Br[C:7]1[S:11][C:10]([CH:12]2[O:16][CH2:15][CH2:14][O:13]2)=[CH:9][CH:8]=1.[F:17][C:18]1[CH:25]=[CH:24][C:21]([CH2:22]Br)=[CH:20][CH:19]=1.O, predict the reaction product. The product is: [F:17][C:18]1[CH:25]=[CH:24][C:21]([CH2:22][C:7]2[S:11][C:10]([CH:12]3[O:16][CH2:15][CH2:14][O:13]3)=[CH:9][CH:8]=2)=[CH:20][CH:19]=1. (3) Given the reactants [CH2:1]([C:3]1[C:11]2[C:6](=[C:7]([N+:16]([O-])=O)[CH:8]=[C:9]([C:12]([O:14][CH3:15])=[O:13])[CH:10]=2)[NH:5][CH:4]=1)[CH3:2].C(=C1/CNC2C/1=CC(C(OC)=O)=CC=2[N+]([O-])=O)/C, predict the reaction product. The product is: [NH2:16][C:7]1[CH:8]=[C:9]([C:12]([O:14][CH3:15])=[O:13])[CH:10]=[C:11]2[C:6]=1[NH:5][CH:4]=[C:3]2[CH2:1][CH3:2]. (4) Given the reactants [CH3:1][C:2]([CH3:6])([CH3:5])[CH2:3][NH2:4].OC1C=CC=CN=1.[C:14]([O:18][C:19](=[O:49])[NH:20][C@H:21]([C@@H:40]1[CH2:44][C@@H:43]([CH:45]([CH3:47])[CH3:46])[C:42](=[O:48])[O:41]1)[CH2:22][N:23]1[CH2:28][C:27](=[O:29])[N:26]([C:30]2[CH:35]=[C:34]([F:36])[CH:33]=[CH:32][C:31]=2[CH3:37])[CH2:25][C:24]1([CH3:39])[CH3:38])([CH3:17])([CH3:16])[CH3:15], predict the reaction product. The product is: [C:14]([O:18][C:19](=[O:49])[NH:20][C@@H:21]([CH2:22][N:23]1[CH2:28][C:27](=[O:29])[N:26]([C:30]2[CH:35]=[C:34]([F:36])[CH:33]=[CH:32][C:31]=2[CH3:37])[CH2:25][C:24]1([CH3:38])[CH3:39])[C@@H:40]([OH:41])[CH2:44][C@H:43]([C:42](=[O:48])[NH:4][CH2:3][C:2]([CH3:6])([CH3:5])[CH3:1])[CH:45]([CH3:47])[CH3:46])([CH3:15])([CH3:16])[CH3:17]. (5) Given the reactants [H-].[Al+3].[Li+].[H-].[H-].[H-].[CH3:7][O:8][C:9]1[CH:24]=[C:23]([O:25][CH3:26])[CH:22]=[CH:21][C:10]=1[CH2:11][NH:12][C:13]1[N:20]=[CH:19][CH:18]=[CH:17][C:14]=1[C:15]#[N:16], predict the reaction product. The product is: [NH2:16][CH2:15][C:14]1[C:13]([NH:12][CH2:11][C:10]2[CH:21]=[CH:22][C:23]([O:25][CH3:26])=[CH:24][C:9]=2[O:8][CH3:7])=[N:20][CH:19]=[CH:18][CH:17]=1. (6) Given the reactants [ClH:1].O1CCOCC1.C(OC([N:15]1[CH2:20][CH2:19][C:18]([NH:32]C(OC(C)(C)C)=O)([CH2:21][NH:22][C:23](=[O:31])[C:24]2[CH:29]=[CH:28][C:27]([Cl:30])=[CH:26][CH:25]=2)[CH2:17][CH2:16]1)=O)(C)(C)C, predict the reaction product. The product is: [ClH:30].[ClH:1].[NH2:32][C:18]1([CH2:21][NH:22][C:23](=[O:31])[C:24]2[CH:25]=[CH:26][C:27]([Cl:30])=[CH:28][CH:29]=2)[CH2:19][CH2:20][NH:15][CH2:16][CH2:17]1. (7) Given the reactants Br[C:2]1[CH:3]=[C:4]2[C:8](=[CH:9][CH:10]=1)[N:7]([CH3:11])[C:6](=[O:12])[CH2:5]2.[B:13]1([B:13]2[O:17][C:16]([CH3:19])([CH3:18])[C:15]([CH3:21])([CH3:20])[O:14]2)[O:17][C:16]([CH3:19])([CH3:18])[C:15]([CH3:21])([CH3:20])[O:14]1.C([O-])(=O)C.[K+].ClCCl, predict the reaction product. The product is: [CH3:11][N:7]1[C:8]2[C:4](=[CH:3][C:2]([B:13]3[O:17][C:16]([CH3:19])([CH3:18])[C:15]([CH3:21])([CH3:20])[O:14]3)=[CH:10][CH:9]=2)[CH2:5][C:6]1=[O:12].